Task: Predict the reactants needed to synthesize the given product.. Dataset: Full USPTO retrosynthesis dataset with 1.9M reactions from patents (1976-2016) (1) Given the product [Cl:1][C:2]1[CH:10]=[CH:9][CH:8]=[CH:7][C:3]=1[C:4]([NH:6][C:11](=[O:15])[NH:17][C:18]1[S:19][C:20]2[CH:26]=[C:25]([S:27]([CH:30]3[CH2:34][CH2:33][NH:32][CH2:31]3)(=[O:29])=[O:28])[CH:24]=[CH:23][C:21]=2[N:22]=1)=[O:5], predict the reactants needed to synthesize it. The reactants are: [Cl:1][C:2]1[CH:10]=[CH:9][CH:8]=[CH:7][C:3]=1[C:4]([NH2:6])=[O:5].[C:11](Cl)(=[O:15])C(Cl)=O.[NH2:17][C:18]1[S:19][C:20]2[CH:26]=[C:25]([S:27]([CH:30]3[CH2:34][CH2:33][N:32](C(OC(C)(C)C)=O)[CH2:31]3)(=[O:29])=[O:28])[CH:24]=[CH:23][C:21]=2[N:22]=1.CO. (2) The reactants are: [CH2:1]([O:8][C:9]1[CH:10]=[C:11]([OH:35])[C:12]2[C:13](=[O:34])[C:14]3[C:19]([O:20][C:21]=2[C:22]=1[CH2:23][CH:24]=[CH2:25])=[C:18]([O:26][CH2:27][C:28]1[CH:33]=[CH:32][CH:31]=[CH:30][CH:29]=1)[CH:17]=[CH:16][CH:15]=3)[C:2]1[CH:7]=[CH:6][CH:5]=[CH:4][CH:3]=1.[H-].[Na+].[CH3:38]I.CO. Given the product [CH2:1]([O:8][C:9]1[CH:10]=[C:11]([O:35][CH3:38])[C:12]2[C:13](=[O:34])[C:14]3[C:19]([O:20][C:21]=2[C:22]=1[CH2:23][CH:24]=[CH2:25])=[C:18]([O:26][CH2:27][C:28]1[CH:29]=[CH:30][CH:31]=[CH:32][CH:33]=1)[CH:17]=[CH:16][CH:15]=3)[C:2]1[CH:7]=[CH:6][CH:5]=[CH:4][CH:3]=1, predict the reactants needed to synthesize it. (3) Given the product [Cl:24][C:25]1[CH:30]=[CH:29][C:28]([Cl:31])=[CH:27][C:26]=1[C:2]1[C:10]2[O:9][CH:8]([CH2:11][O:12][S:13]([C:16]3[CH:21]=[CH:20][C:19]([CH3:22])=[CH:18][CH:17]=3)(=[O:14])=[O:15])[O:7][C:6]=2[CH:5]=[C:4]([Cl:23])[CH:3]=1, predict the reactants needed to synthesize it. The reactants are: Br[C:2]1[C:10]2[O:9][CH:8]([CH2:11][O:12][S:13]([C:16]3[CH:21]=[CH:20][C:19]([CH3:22])=[CH:18][CH:17]=3)(=[O:15])=[O:14])[O:7][C:6]=2[CH:5]=[C:4]([Cl:23])[CH:3]=1.[Cl:24][C:25]1[CH:30]=[CH:29][C:28]([Cl:31])=[CH:27][C:26]=1B(O)O. (4) Given the product [Cl:11][C:12]1[C:13]([O:35][CH3:36])=[CH:14][C:15]([O:33][CH3:34])=[C:16]([CH2:18][CH2:19][C:20]2([CH:28]3[CH2:32][CH2:31][CH2:30][CH2:29]3)[O:25][C:24](=[O:26])[C:23]([CH2:2][C:3]3[NH:8][C:7](=[O:9])[CH:6]=[C:5]([CH3:10])[N:4]=3)=[C:22]([OH:27])[CH2:21]2)[CH:17]=1, predict the reactants needed to synthesize it. The reactants are: Cl[CH2:2][C:3]1[NH:8][C:7](=[O:9])[CH:6]=[C:5]([CH3:10])[N:4]=1.[Cl:11][C:12]1[C:13]([O:35][CH3:36])=[CH:14][C:15]([O:33][CH3:34])=[C:16]([CH2:18][CH2:19][C:20]2([CH:28]3[CH2:32][CH2:31][CH2:30][CH2:29]3)[O:25][C:24](=[O:26])[CH2:23][C:22](=[O:27])[CH2:21]2)[CH:17]=1. (5) Given the product [CH3:1][O:2][C:3]1[CH:4]=[CH:5][C:6]([NH:9][C:10]2([C:16]([NH2:17])=[O:18])[CH2:15][CH2:14][O:13][CH2:12][CH2:11]2)=[CH:7][CH:8]=1, predict the reactants needed to synthesize it. The reactants are: [CH3:1][O:2][C:3]1[CH:8]=[CH:7][C:6]([NH:9][C:10]2([C:16]#[N:17])[CH2:15][CH2:14][O:13][CH2:12][CH2:11]2)=[CH:5][CH:4]=1.[OH-:18].[Na+]. (6) Given the product [Sb:15](=[O:16])([OH:17])([OH:10])[O-:14].[Si:1]([OH:5])([OH:4])([OH:3])[OH:2].[K+:6], predict the reactants needed to synthesize it. The reactants are: [Si:1]([O-:5])([O-:4])([O-:3])[O-:2].[K+:6].[K+].[K+].[K+].[OH-:10].[K+].O=[Sb][O:14][Sb:15]=[O:16].[OH:17]O. (7) Given the product [F:14][C:15]([F:27])([F:28])[C:16]1[CH:17]=[C:18]([NH:19][C:8](=[O:10])[C:7]2[CH:11]=[C:3]([N:2]([CH3:1])[CH3:13])[CH:4]=[CH:5][C:6]=2[OH:12])[CH:20]=[C:21]([C:23]([F:24])([F:26])[F:25])[CH:22]=1, predict the reactants needed to synthesize it. The reactants are: [CH3:1][N:2]([CH3:13])[C:3]1[CH:11]=[C:7]([C:8]([OH:10])=O)[C:6]([OH:12])=[CH:5][CH:4]=1.[F:14][C:15]([F:28])([F:27])[C:16]1[CH:17]=[C:18]([CH:20]=[C:21]([C:23]([F:26])([F:25])[F:24])[CH:22]=1)[NH2:19]. (8) Given the product [O:19]([C:26]1[CH:27]=[C:28]([CH:29]=[CH:30][CH:31]=1)[O:1][CH2:2][CH2:3][CH2:4][C:5]1[C:13]2[C:8](=[CH:9][CH:10]=[CH:11][CH:12]=2)[NH:7][C:6]=1[C:14]([O:16][CH2:17][CH3:18])=[O:15])[C:20]1[CH:25]=[CH:24][CH:23]=[CH:22][CH:21]=1, predict the reactants needed to synthesize it. The reactants are: [OH:1][CH2:2][CH2:3][CH2:4][C:5]1[C:13]2[C:8](=[CH:9][CH:10]=[CH:11][CH:12]=2)[NH:7][C:6]=1[C:14]([O:16][CH2:17][CH3:18])=[O:15].[O:19]([C:26]1[CH:27]=[C:28](O)[CH:29]=[CH:30][CH:31]=1)[C:20]1[CH:25]=[CH:24][CH:23]=[CH:22][CH:21]=1. (9) The reactants are: [C:1]1(/[CH:7]=[CH:8]/[CH2:9][CH2:10][OH:11])[CH:6]=[CH:5][CH:4]=[CH:3][CH:2]=1.CCN(CC)CC.Cl[S:20]([N:23]=C=O)(=[O:22])=[O:21].C(O)=O. Given the product [S:20](=[O:22])(=[O:21])([O:11][CH2:10][CH2:9]/[CH:8]=[CH:7]/[C:1]1[CH:6]=[CH:5][CH:4]=[CH:3][CH:2]=1)[NH2:23], predict the reactants needed to synthesize it.